From a dataset of Reaction yield outcomes from USPTO patents with 853,638 reactions. Predict the reaction yield, written as a fraction of the theoretical maximum amount of product (1.0 means a 100% yield; for example, 0.34 means a 34% yield). (1) The product is [Cl:1][C:2]1[CH:7]=[C:6]([C:8]([N:10]2[C:23]3[C:18](=[CH:19][C:20]([Cl:24])=[CH:21][CH:22]=3)[C:12]3([CH2:13][CH2:14][N:15]([CH2:26]/[CH:27]=[CH:28]/[C:29]4[CH:30]=[CH:31][C:32]([O:35][CH3:36])=[CH:33][CH:34]=4)[CH2:16][CH2:17]3)[CH2:11]2)=[O:9])[CH:5]=[CH:4][N:3]=1. The reactants are [Cl:1][C:2]1[CH:7]=[C:6]([C:8]([N:10]2[C:23]3[C:18](=[CH:19][C:20]([Cl:24])=[CH:21][CH:22]=3)[C:12]3([CH2:17][CH2:16][NH:15][CH2:14][CH2:13]3)[CH2:11]2)=[O:9])[CH:5]=[CH:4][N:3]=1.Cl[CH2:26]/[CH:27]=[CH:28]/[C:29]1[CH:34]=[CH:33][C:32]([O:35][CH3:36])=[CH:31][CH:30]=1. No catalyst specified. The yield is 0.590. (2) The reactants are [CH3:1][C:2]([C:9]1[CH:14]=[CH:13][CH:12]=[C:11]([O:15][CH2:16][C:17]2[CH:22]=[CH:21][CH:20]=[CH:19][CH:18]=2)[CH:10]=1)([CH2:7][CH3:8])[CH2:3][C:4]([OH:6])=[O:5].OS(O)(=O)=O.[CH3:28]O. No catalyst specified. The product is [CH3:1][C:2]([C:9]1[CH:14]=[CH:13][CH:12]=[C:11]([O:15][CH2:16][C:17]2[CH:22]=[CH:21][CH:20]=[CH:19][CH:18]=2)[CH:10]=1)([CH2:7][CH3:8])[CH2:3][C:4]([O:6][CH3:28])=[O:5]. The yield is 0.919. (3) The yield is 0.900. The reactants are [Br:1][C:2]1[C:3]([N:18]2[CH2:21][CH:20]([CH:22]([CH3:24])[CH3:23])[CH2:19]2)=[C:4]([C@H:10]([OH:17])[C:11]([O:13][CH:14]([CH3:16])[CH3:15])=[O:12])[C:5]([CH3:9])=[N:6][C:7]=1[CH3:8]. The catalyst is C(Cl)Cl. The product is [Br:1][C:2]1[C:3]([N:18]2[CH2:21][CH:20]([CH:22]([CH3:24])[CH3:23])[CH2:19]2)=[C:4]([C@H:10]([O:17][C:4]([CH3:10])([CH3:5])[CH3:3])[C:11]([O:13][CH:14]([CH3:16])[CH3:15])=[O:12])[C:5]([CH3:9])=[N:6][C:7]=1[CH3:8]. (4) The reactants are C[O:2][C:3](=[O:32])[CH2:4][CH2:5][CH2:6][N:7]1[CH2:11][CH2:10][CH2:9][C@@H:8]1[CH2:12][O:13][C:14]1[CH:19]=[CH:18][C:17]([O:20][C:21]2[CH:26]=[CH:25][C:24]([N:27]3[CH:31]=[CH:30][CH:29]=[N:28]3)=[CH:23][CH:22]=2)=[CH:16][CH:15]=1.O. The catalyst is Cl. The product is [N:27]1([C:24]2[CH:23]=[CH:22][C:21]([O:20][C:17]3[CH:18]=[CH:19][C:14]([O:13][CH2:12][C@H:8]4[CH2:9][CH2:10][CH2:11][N:7]4[CH2:6][CH2:5][CH2:4][C:3]([OH:32])=[O:2])=[CH:15][CH:16]=3)=[CH:26][CH:25]=2)[CH:31]=[CH:30][CH:29]=[N:28]1. The yield is 0.750. (5) The product is [OH:16][C:14]([CH3:21])([CH3:15])[C:13]#[C:12][C:11]([C:8]1[CH:9]=[CH:10][C:3]([O:2][CH3:1])=[C:4]([CH:7]=1)[C:5]#[N:6])=[O:22]. The catalyst is C(Cl)Cl.O. The yield is 0.970. The reactants are [CH3:1][O:2][C:3]1[CH:10]=[CH:9][C:8]([C:11](=[O:22])[C:12]#[C:13][C:14]([CH3:21])([O:16][Si](C)(C)C)[CH3:15])=[CH:7][C:4]=1[C:5]#[N:6].CC1C=CC(S(O)(=O)=O)=CC=1. (6) The reactants are [N+:1]([C:4]1[CH:9]=[CH:8][C:7]([N:10]2[CH2:15][CH2:14][C:13](=[O:16])[CH2:12][CH2:11]2)=[CH:6][CH:5]=1)([O-])=O. The catalyst is CO.[Ni]. The product is [NH2:1][C:4]1[CH:9]=[CH:8][C:7]([N:10]2[CH2:11][CH2:12][C:13](=[O:16])[CH2:14][CH2:15]2)=[CH:6][CH:5]=1. The yield is 0.890. (7) The reactants are [C:1]([O:5][C:6]([N:8]1[CH2:13][C@H:12]2[C@H:10]([O:11]2)[CH2:9]1)=[O:7])([CH3:4])([CH3:3])[CH3:2].[OH-:14].[Na+]. The catalyst is O1CCOCC1. The product is [C:1]([O:5][C:6]([N:8]1[CH2:13][C@@H:12]([OH:11])[C@H:10]([OH:14])[CH2:9]1)=[O:7])([CH3:4])([CH3:3])[CH3:2]. The yield is 0.140. (8) The product is [CH3:5][O:6][CH2:7][C:8]1[O:12][N:11]=[C:10]([C:13]([N:15]=[N+:16]=[N-:1])=[O:14])[CH:9]=1. The reactants are [N:1]([O-])=O.[Na+].[CH3:5][O:6][CH2:7][C:8]1[O:12][N:11]=[C:10]([C:13]([NH:15][NH2:16])=[O:14])[CH:9]=1. The catalyst is Cl.O. The yield is 0.960. (9) The yield is 0.500. The reactants are C([N:8]1[CH2:20][C@@H:19]2[C@H:10]([C:11](=[O:24])[N:12]3[CH2:23][CH2:22][CH2:21][C:14]4[CH:15]=[CH:16][CH:17]=[C:18]2[C:13]3=4)[CH2:9]1)C1C=CC=CC=1.[Cl:25]C(OC(Cl)C)=O.C(=O)([O-])[O-].[Na+].[Na+].Cl.CCOCC. The catalyst is C1(C)C=CC=CC=1.C(Cl)(Cl)Cl. The product is [ClH:25].[CH:17]1[CH:16]=[CH:15][C:14]2[CH2:21][CH2:22][CH2:23][N:12]3[C:13]=2[C:18]=1[C@@H:19]1[CH2:20][NH:8][CH2:9][C@H:10]1[C:11]3=[O:24]. (10) The reactants are [F:1][C:2]1[CH:3]=[CH:4][C:5]([NH:8][NH2:9])=[N:6][CH:7]=1.[CH2:10]([N:12]1[CH2:16][CH2:15][CH2:14][C@H:13]1[C:17](O)=[O:18])[CH3:11].C(Cl)CCl.C1C=CC2N(O)N=NC=2C=1.O. The catalyst is CN(C=O)C. The product is [F:1][C:2]1[CH:3]=[CH:4][C:5]([NH:8][NH:9][C:17]([C@@H:13]2[CH2:14][CH2:15][CH2:16][N:12]2[CH2:10][CH3:11])=[O:18])=[N:6][CH:7]=1. The yield is 0.540.